This data is from Peptide-MHC class I binding affinity with 185,985 pairs from IEDB/IMGT. The task is: Regression. Given a peptide amino acid sequence and an MHC pseudo amino acid sequence, predict their binding affinity value. This is MHC class I binding data. (1) The peptide sequence is ISESRFQSL. The MHC is HLA-B15:03 with pseudo-sequence HLA-B15:03. The binding affinity (normalized) is 0.538. (2) The peptide sequence is KPNTWCLRCL. The MHC is HLA-B35:01 with pseudo-sequence HLA-B35:01. The binding affinity (normalized) is 0. (3) The peptide sequence is IVPEFAKQY. The MHC is HLA-A33:01 with pseudo-sequence HLA-A33:01. The binding affinity (normalized) is 0.0142. (4) The peptide sequence is YQGDYKLFL. The MHC is HLA-A02:03 with pseudo-sequence HLA-A02:03. The binding affinity (normalized) is 0.408. (5) The peptide sequence is KMGKAGYVT. The MHC is HLA-A02:03 with pseudo-sequence HLA-A02:03. The binding affinity (normalized) is 0.512. (6) The peptide sequence is VPSGDVVRF. The MHC is HLA-A03:01 with pseudo-sequence HLA-A03:01. The binding affinity (normalized) is 0.0847. (7) The peptide sequence is ASDRISGIL. The MHC is HLA-B58:01 with pseudo-sequence HLA-B58:01. The binding affinity (normalized) is 0.0847. (8) The peptide sequence is MQNRFFGFK. The MHC is HLA-A01:01 with pseudo-sequence HLA-A01:01. The binding affinity (normalized) is 0.0847. (9) The peptide sequence is MVTLYLGVM. The MHC is HLA-A26:01 with pseudo-sequence HLA-A26:01. The binding affinity (normalized) is 0.529.